This data is from Catalyst prediction with 721,799 reactions and 888 catalyst types from USPTO. The task is: Predict which catalyst facilitates the given reaction. (1) Reactant: [CH:1]1([C:6](=O)[CH2:7][C:8]2[CH:13]=[CH:12][CH:11]=[CH:10][CH:9]=2)[CH2:5][CH2:4][CH2:3][CH2:2]1.[CH2:15]([O:17][C:18]1[CH:19]=[C:20]([CH:23]=[C:24]([N+:27]([O-:29])=[O:28])[C:25]=1[OH:26])[CH:21]=O)[CH3:16].[NH2:30][C:31]([NH2:33])=[O:32].Cl. Product: [CH:1]1([C:6]2[NH:33][C:31](=[O:32])[NH:30][CH:21]([C:20]3[CH:23]=[C:24]([N+:27]([O-:29])=[O:28])[C:25]([OH:26])=[C:18]([O:17][CH2:15][CH3:16])[CH:19]=3)[C:7]=2[C:8]2[CH:13]=[CH:12][CH:11]=[CH:10][CH:9]=2)[CH2:5][CH2:4][CH2:3][CH2:2]1. The catalyst class is: 8. (2) Reactant: [F:1][C:2]([F:36])([F:35])[C:3]1[CH:34]=[CH:33][C:6]([CH2:7][N:8]2[C:31](=[O:32])[N:11]3[NH:12][CH:13]([CH3:30])[C:14]([C:23]4[CH:28]=[CH:27][C:26]([Cl:29])=[CH:25][CH:24]=4)=[C:15]([C:16]4[CH:21]=[CH:20][C:19]([Cl:22])=[CH:18][CH:17]=4)[C:10]3=[N:9]2)=[CH:5][CH:4]=1.C(C1C(=O)C(Cl)=C(Cl)C(=O)C=1C#N)#N. Product: [F:35][C:2]([F:1])([F:36])[C:3]1[CH:34]=[CH:33][C:6]([CH2:7][N:8]2[C:31](=[O:32])[N:11]3[N:12]=[C:13]([CH3:30])[C:14]([C:23]4[CH:28]=[CH:27][C:26]([Cl:29])=[CH:25][CH:24]=4)=[C:15]([C:16]4[CH:17]=[CH:18][C:19]([Cl:22])=[CH:20][CH:21]=4)[C:10]3=[N:9]2)=[CH:5][CH:4]=1. The catalyst class is: 2. (3) Reactant: Br[C:2]1[C:7]([O:8][CH3:9])=[CH:6][N:5]([CH:10]([CH3:27])[C:11]([NH:13][C:14]2[CH:26]=[CH:25][C:17]([C:18]([O:20][C:21]([CH3:24])([CH3:23])[CH3:22])=[O:19])=[CH:16][CH:15]=2)=[O:12])[C:4](=[O:28])[CH:3]=1.[Cl:29][C:30]1[CH:31]=[CH:32][C:33]([C:39]([F:42])([F:41])[F:40])=[C:34](B(O)O)[CH:35]=1.C(=O)([O-])[O-].[K+].[K+]. The catalyst class is: 12. Product: [Cl:29][C:30]1[CH:31]=[CH:32][C:33]([C:39]([F:40])([F:41])[F:42])=[C:34]([C:2]2[C:7]([O:8][CH3:9])=[CH:6][N:5]([CH:10]([CH3:27])[C:11]([NH:13][C:14]3[CH:26]=[CH:25][C:17]([C:18]([O:20][C:21]([CH3:24])([CH3:23])[CH3:22])=[O:19])=[CH:16][CH:15]=3)=[O:12])[C:4](=[O:28])[CH:3]=2)[CH:35]=1. (4) Reactant: N[C:2]1[C:7]([C:8]([O:10][CH3:11])=[O:9])=[C:6]([CH3:12])[C:5]([Br:13])=[CH:4][CH:3]=1.N([O-])=[O:15].[Na+].OS(O)(=O)=O. Product: [Br:13][C:5]1[C:6]([CH3:12])=[C:7]([C:2]([OH:15])=[CH:3][CH:4]=1)[C:8]([O:10][CH3:11])=[O:9]. The catalyst class is: 6. (5) Reactant: [Br:1][C:2]1[CH:11]=[C:10]2[C:5]([N:6]=[CH:7][C:8]([NH:12][NH2:13])=[N:9]2)=[CH:4][CH:3]=1.CN(C(ON1N=NC2C=CC=NC1=2)=[N+](C)C)C.F[P-](F)(F)(F)(F)F.CCN(C(C)C)C(C)C.[CH:47]1([C:50](O)=[O:51])[CH2:49][CH2:48]1. Product: [Br:1][C:2]1[CH:11]=[C:10]2[C:5]([N:6]=[CH:7][C:8]([NH:12][NH:13][C:50]([CH:47]3[CH2:49][CH2:48]3)=[O:51])=[N:9]2)=[CH:4][CH:3]=1. The catalyst class is: 31. (6) Reactant: [Cl:1][C:2]1[CH:10]=[CH:9][C:5]([C:6](O)=[O:7])=[CH:4][N:3]=1.CN1CCOCC1.ClC(OCC(C)C)=O.Cl.[CH3:27][O:28][NH:29][CH3:30].C([O-])(O)=O.[Na+]. Product: [Cl:1][C:2]1[CH:10]=[CH:9][C:5]([C:6]([N:29]([O:28][CH3:27])[CH3:30])=[O:7])=[CH:4][N:3]=1. The catalyst class is: 4. (7) Reactant: [OH-].[Na+].C([O:5][C:6]([C:8]1[CH:12]=[C:11]([C:13]2[CH:18]=[CH:17][C:16]([NH:19][C:20]([O:22][C:23]([CH3:26])([CH3:25])[CH3:24])=[O:21])=[CH:15][N:14]=2)[N:10]([C:27]2[CH:32]=[N:31][CH:30]=[CH:29][N:28]=2)[N:9]=1)=[O:7])C. Product: [C:23]([O:22][C:20]([NH:19][C:16]1[CH:17]=[CH:18][C:13]([C:11]2[N:10]([C:27]3[CH:32]=[N:31][CH:30]=[CH:29][N:28]=3)[N:9]=[C:8]([C:6]([OH:7])=[O:5])[CH:12]=2)=[N:14][CH:15]=1)=[O:21])([CH3:26])([CH3:24])[CH3:25]. The catalyst class is: 8.